This data is from CYP2D6 inhibition data for predicting drug metabolism from PubChem BioAssay. The task is: Regression/Classification. Given a drug SMILES string, predict its absorption, distribution, metabolism, or excretion properties. Task type varies by dataset: regression for continuous measurements (e.g., permeability, clearance, half-life) or binary classification for categorical outcomes (e.g., BBB penetration, CYP inhibition). Dataset: cyp2d6_veith. The compound is CCOC(=O)C1CCCN(C(=O)C2CCN(S(=O)(=O)N3CCC4(CC3)OCCO4)CC2)C1. The result is 0 (non-inhibitor).